From a dataset of Full USPTO retrosynthesis dataset with 1.9M reactions from patents (1976-2016). Predict the reactants needed to synthesize the given product. (1) Given the product [F:3][C:4]1[CH:12]=[C:11]2[C:7]([CH2:8][CH2:9][C@H:10]2[N:13]2[C:14]3=[N:15][C:16]([NH:21][C:22]4[NH:23][N:24]=[C:25]([CH3:27])[CH:26]=4)=[CH:17][CH:18]=[C:19]3[N:20]=[CH:28]2)=[CH:6][CH:5]=1, predict the reactants needed to synthesize it. The reactants are: Cl.Cl.[F:3][C:4]1[CH:12]=[C:11]2[C:7]([CH2:8][CH2:9][CH:10]2[NH:13][C:14]2[C:19]([NH2:20])=[CH:18][CH:17]=[C:16]([NH:21][C:22]3[NH:23][N:24]=[C:25]([CH3:27])[CH:26]=3)[N:15]=2)=[CH:6][CH:5]=1.[CH:28](OC)(OC)OC. (2) Given the product [N:1]1[C:10]2[C:5](=[CH:6][CH:7]=[CH:8][CH:9]=2)[CH:4]=[CH:3][C:2]=1[N:11]1[CH2:12][CH:13]([C:15]2[C:16]([N:21]3[CH2:25][CH2:24][CH:23]([NH2:26])[CH2:22]3)=[N:17][CH:18]=[CH:19][N:20]=2)[CH2:14]1, predict the reactants needed to synthesize it. The reactants are: [N:1]1[C:10]2[C:5](=[CH:6][CH:7]=[CH:8][CH:9]=2)[CH:4]=[CH:3][C:2]=1[N:11]1[CH2:14][CH:13]([C:15]2[C:16]([N:21]3[CH2:25][CH2:24][CH:23]([NH:26]C(=O)OC(C)(C)C)[CH2:22]3)=[N:17][CH:18]=[CH:19][N:20]=2)[CH2:12]1.Cl.C(OCC)C. (3) Given the product [F:21][C:18]([F:19])([F:20])[O:17][C:14]1[CH:13]=[CH:12][C:11]([C:10]2[O:22][C:2]([C:3]([O:5][CH2:6][CH3:7])=[O:4])=[N:8][CH:9]=2)=[CH:16][CH:15]=1, predict the reactants needed to synthesize it. The reactants are: O=[C:2]([NH:8][CH2:9][C:10](=[O:22])[C:11]1[CH:16]=[CH:15][C:14]([O:17][C:18]([F:21])([F:20])[F:19])=[CH:13][CH:12]=1)[C:3]([O:5][CH2:6][CH3:7])=[O:4]. (4) Given the product [Cl:1][C:2]1[CH:3]=[CH:4][C:5]([S:8][C:9]2[N:13]([CH3:14])[C:12]([C:15]3[CH:19]=[CH:18][N:17]([CH2:20][CH3:21])[N:16]=3)=[N:11][C:10]=2[C:22]2[CH:23]=[CH:24][C:25]([C:26](=[N:30][OH:31])[NH2:27])=[CH:28][CH:29]=2)=[CH:6][CH:7]=1, predict the reactants needed to synthesize it. The reactants are: [Cl:1][C:2]1[CH:7]=[CH:6][C:5]([S:8][C:9]2[N:13]([CH3:14])[C:12]([C:15]3[CH:19]=[CH:18][N:17]([CH2:20][CH3:21])[N:16]=3)=[N:11][C:10]=2[C:22]2[CH:29]=[CH:28][C:25]([C:26]#[N:27])=[CH:24][CH:23]=2)=[CH:4][CH:3]=1.[NH2:30][OH:31].CC(N(C)C)=O. (5) Given the product [F:13][C:14]1[C:15]([C:22]([F:23])([F:24])[F:25])=[C:16]([CH:19]=[CH:20][CH:21]=1)[CH2:17][N:9]1[C:8](=[O:10])[CH2:7][NH:6][C:5]2[N:11]=[CH:12][C:2]([I:1])=[CH:3][C:4]1=2, predict the reactants needed to synthesize it. The reactants are: [I:1][C:2]1[CH:12]=[N:11][C:5]2[NH:6][CH2:7][C:8](=[O:10])[NH:9][C:4]=2[CH:3]=1.[F:13][C:14]1[C:15]([C:22]([F:25])([F:24])[F:23])=[C:16]([CH:19]=[CH:20][CH:21]=1)[CH2:17]Br. (6) Given the product [CH3:1][O:2][C:3]1[CH:8]=[CH:7][C:6]([CH2:9][NH:10][C:11](=[O:31])[O:12][CH2:13][C@H:14]2[CH2:18][C@@H:17]([NH:19][S:20]([C:23]3[CH:28]=[C:27]([Br:29])[CH:26]=[CH:25][C:24]=3[Br:30])(=[O:21])=[O:22])[CH2:16][N:15]2[C:33]#[N:34])=[CH:5][CH:4]=1, predict the reactants needed to synthesize it. The reactants are: [CH3:1][O:2][C:3]1[CH:8]=[CH:7][C:6]([CH2:9][NH:10][C:11](=[O:31])[O:12][CH2:13][C@H:14]2[CH2:18][C@@H:17]([NH:19][S:20]([C:23]3[CH:28]=[C:27]([Br:29])[CH:26]=[CH:25][C:24]=3[Br:30])(=[O:22])=[O:21])[CH2:16][NH:15]2)=[CH:5][CH:4]=1.C[CH2:33][N:34](C(C)C)C(C)C.BrC#N.C(O)C(N)(CO)CO. (7) Given the product [CH2:1]([N:8]1[CH2:13][CH:12]2[CH:10]([CH:11]2[C:15]([O:17][CH2:18][CH3:19])=[O:16])[CH2:9]1)[C:2]1[CH:3]=[CH:4][CH:5]=[CH:6][CH:7]=1, predict the reactants needed to synthesize it. The reactants are: [CH2:1]([N:8]1[C:13](=O)[CH:12]2[CH:10]([CH:11]2[C:15]([O:17][CH2:18][CH3:19])=[O:16])[C:9]1=O)[C:2]1[CH:7]=[CH:6][CH:5]=[CH:4][CH:3]=1.[BH4-].[Na+].B(F)(F)F.CCOCC. (8) Given the product [Cl:2][C:3]1[CH:4]=[C:5]2[C:10](=[CH:11][CH:12]=1)[CH:9]=[C:8]([S:13]([N:16]1[CH2:17][CH2:18][N:19]([C:22]([C:24]3[S:32][C:31]4[CH2:30][CH2:29][N:28]([C:33]#[N:35])[CH2:27][C:26]=4[CH:25]=3)=[O:23])[CH2:20][CH2:21]1)(=[O:15])=[O:14])[CH:7]=[CH:6]2, predict the reactants needed to synthesize it. The reactants are: Cl.[Cl:2][C:3]1[CH:4]=[C:5]2[C:10](=[CH:11][CH:12]=1)[CH:9]=[C:8]([S:13]([N:16]1[CH2:21][CH2:20][N:19]([C:22]([C:24]3[S:32][C:31]4[CH2:30][CH2:29][NH:28][CH2:27][C:26]=4[CH:25]=3)=[O:23])[CH2:18][CH2:17]1)(=[O:15])=[O:14])[CH:7]=[CH:6]2.[CH2:33]([N:35](CC)CC)C.C([O-])(=O)C.[Na+].[Br-]. (9) Given the product [CH3:12][O:11][C:5]1[CH:4]=[N:3][C:2]([N:19]2[CH:23]=[N:22][C:21]([NH:24][C:25](=[O:30])[C:26]([CH3:28])([CH3:27])[CH3:29])=[N:20]2)=[C:7]2[NH:8][CH:9]=[CH:10][C:6]=12, predict the reactants needed to synthesize it. The reactants are: Br[C:2]1[N:3]=[CH:4][C:5]([O:11][CH3:12])=[C:6]2[CH:10]=[CH:9][NH:8][C:7]=12.C(=O)([O-])[O-].[K+].[K+].[NH:19]1[CH:23]=[N:22][C:21]([NH:24][C:25](=[O:30])[C:26]([CH3:29])([CH3:28])[CH3:27])=[N:20]1.CN[C@@H]1CCCC[C@H]1NC. (10) Given the product [OH:10][C:3]1[CH:4]=[C:5]([CH3:9])[C:6]([CH3:8])=[CH:7][C:2]=1[NH:1][C:11](=[O:13])[CH3:12], predict the reactants needed to synthesize it. The reactants are: [NH2:1][C:2]1[CH:7]=[C:6]([CH3:8])[C:5]([CH3:9])=[CH:4][C:3]=1[OH:10].[C:11](Cl)(=[O:13])[CH3:12].